Dataset: CYP1A2 inhibition data for predicting drug metabolism from PubChem BioAssay. Task: Regression/Classification. Given a drug SMILES string, predict its absorption, distribution, metabolism, or excretion properties. Task type varies by dataset: regression for continuous measurements (e.g., permeability, clearance, half-life) or binary classification for categorical outcomes (e.g., BBB penetration, CYP inhibition). Dataset: cyp1a2_veith. The drug is Cc1noc(C)c1-c1ccc2ncnc(NCc3cccs3)c2c1. The result is 1 (inhibitor).